From a dataset of Peptide-MHC class II binding affinity with 134,281 pairs from IEDB. Regression. Given a peptide amino acid sequence and an MHC pseudo amino acid sequence, predict their binding affinity value. This is MHC class II binding data. (1) The peptide sequence is YHFDLSGHAFGAMAK. The MHC is HLA-DQA10102-DQB10602 with pseudo-sequence HLA-DQA10102-DQB10602. The binding affinity (normalized) is 0.286. (2) The peptide sequence is GWYLVAATAAAATLR. The MHC is DRB4_0101 with pseudo-sequence DRB4_0103. The binding affinity (normalized) is 0.485. (3) The peptide sequence is EPIAAYHFDLSGIAF. The MHC is HLA-DPA10103-DPB10301 with pseudo-sequence HLA-DPA10103-DPB10301. The binding affinity (normalized) is 0.287. (4) The peptide sequence is PQQQTLQPQQPAQL. The MHC is HLA-DQA10301-DQB10302 with pseudo-sequence HLA-DQA10301-DQB10302. The binding affinity (normalized) is 0.